This data is from Peptide-MHC class I binding affinity with 185,985 pairs from IEDB/IMGT. The task is: Regression. Given a peptide amino acid sequence and an MHC pseudo amino acid sequence, predict their binding affinity value. This is MHC class I binding data. (1) The peptide sequence is STLPETTVVR. The MHC is Patr-A0101 with pseudo-sequence Patr-A0101. The binding affinity (normalized) is 0.138. (2) The peptide sequence is IAMLKSKNI. The MHC is HLA-A68:02 with pseudo-sequence HLA-A68:02. The binding affinity (normalized) is 0.198. (3) The peptide sequence is LRLIHLLHQ. The MHC is Mamu-B03 with pseudo-sequence Mamu-B03. The binding affinity (normalized) is 0.0898. (4) The peptide sequence is DLADQLIHL. The MHC is HLA-A02:03 with pseudo-sequence HLA-A02:03. The binding affinity (normalized) is 0.546. (5) The peptide sequence is FYTRVLKPS. The MHC is HLA-A24:02 with pseudo-sequence HLA-A24:02. The binding affinity (normalized) is 0.180. (6) The peptide sequence is STVLFGLSY. The MHC is HLA-A02:02 with pseudo-sequence HLA-A02:02. The binding affinity (normalized) is 0.0287. (7) The peptide sequence is TLNTLITLIL. The MHC is HLA-A02:03 with pseudo-sequence HLA-A02:03. The binding affinity (normalized) is 0.819. (8) The peptide sequence is FIPISASDM. The MHC is HLA-A02:01 with pseudo-sequence HLA-A02:01. The binding affinity (normalized) is 0.135. (9) The peptide sequence is YFTFDLTAL. The MHC is HLA-B15:01 with pseudo-sequence HLA-B15:01. The binding affinity (normalized) is 0.0847. (10) The binding affinity (normalized) is 0.0847. The peptide sequence is YELDLWGKI. The MHC is HLA-B27:05 with pseudo-sequence HLA-B27:05.